This data is from Reaction yield outcomes from USPTO patents with 853,638 reactions. The task is: Predict the reaction yield, written as a fraction of the theoretical maximum amount of product (1.0 means a 100% yield; for example, 0.34 means a 34% yield). (1) The product is [CH3:12][N:13]([CH3:23])[C:14]1[CH:22]=[CH:21][C:17]([C:18]([N:9]([CH3:8])[O:10][CH3:11])=[O:19])=[CH:16][CH:15]=1. The yield is 0.672. The catalyst is ClCCl. The reactants are N1C=CC=CC=1.Cl.[CH3:8][NH:9][O:10][CH3:11].[CH3:12][N:13]([CH3:23])[C:14]1[CH:22]=[CH:21][C:17]([C:18](Cl)=[O:19])=[CH:16][CH:15]=1.O. (2) The reactants are Br[CH2:2][C:3]([O:5][CH3:6])=[O:4].[CH:7]1([NH2:12])[CH2:11][CH2:10][CH2:9][CH2:8]1.C(N(CC)CC)C. The catalyst is C1COCC1. The product is [CH:7]1([NH:12][CH2:2][C:3]([O:5][CH3:6])=[O:4])[CH2:11][CH2:10][CH2:9][CH2:8]1. The yield is 0.680. (3) The reactants are [C:1]([C@@H:4]1[CH2:8][CH2:7][CH2:6][N:5]1C(OC(C)(C)C)=O)(=[O:3])[NH2:2].[ClH:16].O1CCOCC1. No catalyst specified. The product is [ClH:16].[NH:5]1[CH2:6][CH2:7][CH2:8][C@H:4]1[C:1]([NH2:2])=[O:3]. The yield is 1.04. (4) The reactants are C1(S([N:10]2[C:14]3=[N:15][CH:16]=[CH:17][C:18]([C:19]4[CH:24]=[CH:23][C:22]([S:25]([N:28]5[CH2:32][CH2:31][CH2:30][CH2:29]5)(=[O:27])=[O:26])=[CH:21][CH:20]=4)=[C:13]3[CH:12]=[C:11]2[CH2:33][NH2:34])(=O)=O)C=CC=CC=1.[OH-].[Na+].O.Cl. The catalyst is O1CCOCC1. The product is [N:28]1([S:25]([C:22]2[CH:23]=[CH:24][C:19]([C:18]3[CH:17]=[CH:16][N:15]=[C:14]4[NH:10][C:11]([CH2:33][NH2:34])=[CH:12][C:13]=34)=[CH:20][CH:21]=2)(=[O:27])=[O:26])[CH2:32][CH2:31][CH2:30][CH2:29]1. The yield is 0.230. (5) The reactants are [H-].[Na+].[CH3:3][O:4][C:5](=[O:23])[C:6]1[CH:11]=[C:10]([N+:12]([O-:14])=[O:13])[CH:9]=[C:8]([NH:15][C:16](=[O:22])[CH2:17][CH2:18][CH2:19][CH2:20]Cl)[CH:7]=1.CO. The catalyst is C1COCC1. The product is [CH3:3][O:4][C:5](=[O:23])[C:6]1[CH:7]=[C:8]([N:15]2[CH2:20][CH2:19][CH2:18][CH2:17][C:16]2=[O:22])[CH:9]=[C:10]([N+:12]([O-:14])=[O:13])[CH:11]=1. The yield is 0.530. (6) The reactants are [CH2:1]([O:3][C:4]1[CH:5]=[C:6]([CH:12]([NH2:18])[CH2:13][S:14]([CH3:17])(=[O:16])=[O:15])[CH:7]=[CH:8][C:9]=1[O:10][CH3:11])[CH3:2].[C:19]([NH:22][C@H:23]([C:28]([OH:30])=[O:29])[CH2:24][CH:25]([CH3:27])[CH3:26])(=[O:21])[CH3:20]. The catalyst is CO. The product is [C:19]([NH:22][C@H:23]([C:28]([OH:30])=[O:29])[CH2:24][CH:25]([CH3:26])[CH3:27])(=[O:21])[CH3:20].[CH2:1]([O:3][C:4]1[CH:5]=[C:6]([C@H:12]([NH2:18])[CH2:13][S:14]([CH3:17])(=[O:16])=[O:15])[CH:7]=[CH:8][C:9]=1[O:10][CH3:11])[CH3:2]. The yield is 0.900.